From a dataset of Reaction yield outcomes from USPTO patents with 853,638 reactions. Predict the reaction yield, written as a fraction of the theoretical maximum amount of product (1.0 means a 100% yield; for example, 0.34 means a 34% yield). (1) The reactants are C(N(CC)CC)C.Cl.[CH2:9]([O:16][NH2:17])[C:10]1[CH:15]=[CH:14][CH:13]=[CH:12][CH:11]=1.[Br:18][CH2:19][CH2:20][CH2:21][CH2:22][CH2:23][CH2:24][CH2:25][C:26](O)=[O:27].O=C1N(P(Cl)(N2CCOC2=O)=O)CCO1. The catalyst is ClCCl. The product is [CH2:9]([O:16][NH:17][C:26](=[O:27])[CH2:25][CH2:24][CH2:23][CH2:22][CH2:21][CH2:20][CH2:19][Br:18])[C:10]1[CH:15]=[CH:14][CH:13]=[CH:12][CH:11]=1. The yield is 0.780. (2) The reactants are [N+:1]([C:4]1[C:5]([NH2:13])=[N:6][CH:7]=[C:8]([N+:10]([O-:12])=[O:11])[CH:9]=1)([O-])=O.[NH4+]=S. The catalyst is CO. The product is [N+:10]([C:8]1[CH:9]=[C:4]([NH2:1])[C:5]([NH2:13])=[N:6][CH:7]=1)([O-:12])=[O:11]. The yield is 0.990. (3) The reactants are [C:1]([O:4][CH2:5][C:6]1[C:11]([N:12]2[CH2:24][CH2:23][C:22]3[N:21]4[C:16]([CH2:17][CH2:18][CH2:19][CH2:20]4)=[CH:15][C:14]=3[C:13]2=[O:25])=[CH:10][C:9]([F:26])=[CH:8][C:7]=1Br)(=[O:3])[CH3:2].[CH3:28][C@H:29]1[CH2:34][N:33]([CH:35]2[CH2:38][O:37][CH2:36]2)[C@H:32]([CH3:39])[CH2:31][N:30]1[C:40]1[CH:41]=[CH:42][C:43]([NH:46][C:47]2[C:48](=[O:63])[N:49]([CH3:62])[CH:50]=[C:51](B3OC(C)(C)C(C)(C)O3)[CH:52]=2)=[N:44][CH:45]=1.[O-]P([O-])([O-])=O.[K+].[K+].[K+].O.O.O.C([O-])(=O)C.[Na+]. The catalyst is C1C=CC(P(C2C=CC=CC=2)[C-]2C=CC=C2)=CC=1.C1C=CC(P(C2C=CC=CC=2)[C-]2C=CC=C2)=CC=1.Cl[Pd]Cl.[Fe+2].C(#N)C.O. The product is [C:1]([O:4][CH2:5][C:6]1[C:11]([N:12]2[CH2:24][CH2:23][C:22]3[N:21]4[C:16]([CH2:17][CH2:18][CH2:19][CH2:20]4)=[CH:15][C:14]=3[C:13]2=[O:25])=[CH:10][C:9]([F:26])=[CH:8][C:7]=1[C:51]1[CH:52]=[C:47]([NH:46][C:43]2[CH:42]=[CH:41][C:40]([N:30]3[CH2:31][C@@H:32]([CH3:39])[N:33]([CH:35]4[CH2:38][O:37][CH2:36]4)[CH2:34][C@@H:29]3[CH3:28])=[CH:45][N:44]=2)[C:48](=[O:63])[N:49]([CH3:62])[CH:50]=1)(=[O:3])[CH3:2]. The yield is 0.346. (4) The reactants are C(OC(=O)[NH:7][C:8]1[N:13]=[CH:12][C:11]([C:14]2[N:15]=[C:16]([N:36]3[CH2:41][CH2:40][O:39][CH2:38][CH2:37]3)[C:17]3[N:23]=[CH:22][C:21]([C:24]4[CH:29]=[CH:28][CH:27]=[C:26]([NH:30][C:31]([CH:33]5[CH2:35][CH2:34]5)=[O:32])[CH:25]=4)=[CH:20][C:18]=3[N:19]=2)=[CH:10][N:9]=1)(C)(C)C.C(Cl)Cl.FC(F)(F)C(O)=O.CO. The catalyst is C(Cl)(Cl)Cl. The product is [NH2:7][C:8]1[N:13]=[CH:12][C:11]([C:14]2[N:15]=[C:16]([N:36]3[CH2:37][CH2:38][O:39][CH2:40][CH2:41]3)[C:17]3[N:23]=[CH:22][C:21]([C:24]4[CH:25]=[C:26]([NH:30][C:31]([CH:33]5[CH2:34][CH2:35]5)=[O:32])[CH:27]=[CH:28][CH:29]=4)=[CH:20][C:18]=3[N:19]=2)=[CH:10][N:9]=1. The yield is 0.810.